This data is from Reaction yield outcomes from USPTO patents with 853,638 reactions. The task is: Predict the reaction yield, written as a fraction of the theoretical maximum amount of product (1.0 means a 100% yield; for example, 0.34 means a 34% yield). (1) The reactants are [Cl:1][C:2]1[N:3]=[C:4]([N:13]2[CH2:18][CH2:17][O:16][CH2:15][CH2:14]2)[C:5]2[N:10]=[C:9]([CH:11]=O)[S:8][C:6]=2[N:7]=1.[NH:19]1[CH2:22][CH:21]([N:23]2[CH2:28][CH2:27][NH:26][C:25](=[O:29])[CH2:24]2)[CH2:20]1.C(O[BH-](OC(=O)C)OC(=O)C)(=O)C.[Na+]. The catalyst is ClCCCl. The product is [Cl:1][C:2]1[N:3]=[C:4]([N:13]2[CH2:18][CH2:17][O:16][CH2:15][CH2:14]2)[C:5]2[N:10]=[C:9]([CH2:11][N:19]3[CH2:20][CH:21]([N:23]4[CH2:28][CH2:27][NH:26][C:25](=[O:29])[CH2:24]4)[CH2:22]3)[S:8][C:6]=2[N:7]=1. The yield is 0.750. (2) The reactants are [CH3:1][O:2][C:3]1[CH:4]=[C:5]([CH:21]=[CH:22][C:23]=1[O:24][CH2:25][C:26]1[N:27]([CH3:37])[CH:28]=[C:29]([C:31]2[CH:36]=[CH:35][CH:34]=[CH:33][CH:32]=2)[N:30]=1)[CH2:6][O:7][C:8]1[C:12]([CH:13]=O)=[CH:11][N:10]([C:15]2[CH:20]=[CH:19][CH:18]=[CH:17][CH:16]=2)[N:9]=1.[CH2:38]([P:47](=[O:54])([O:51][CH2:52][CH3:53])[O:48][CH2:49][CH3:50])P(=O)(OCC)OCC.CN(C)C=O.[H-].[Na+]. The catalyst is O. The product is [CH3:1][O:2][C:3]1[CH:4]=[C:5]([CH:21]=[CH:22][C:23]=1[O:24][CH2:25][C:26]1[N:27]([CH3:37])[CH:28]=[C:29]([C:31]2[CH:32]=[CH:33][CH:34]=[CH:35][CH:36]=2)[N:30]=1)[CH2:6][O:7][C:8]1[C:12](/[CH:13]=[CH:38]/[P:47](=[O:54])([O:48][CH2:49][CH3:50])[O:51][CH2:52][CH3:53])=[CH:11][N:10]([C:15]2[CH:16]=[CH:17][CH:18]=[CH:19][CH:20]=2)[N:9]=1. The yield is 0.710. (3) The reactants are [Cl:1][CH2:2][C@@H:3]([OH:31])[CH2:4][NH:5][C:6]([C:8]1[CH:9]=[N:10][N:11]2[CH:16]=[CH:15][C:14]([N:17]3[CH2:21][CH2:20][CH2:19][C@@H:18]3[C:22]3[C:23]([O:29][CH3:30])=[N:24][CH:25]=[C:26]([F:28])[CH:27]=3)=[N:13][C:12]=12)=[O:7].CC(OI1(OC(C)=O)(OC(C)=O)OC(=O)C2C=CC=CC1=2)=O. The catalyst is C(Cl)Cl. The product is [Cl:1][CH2:2][C:3](=[O:31])[CH2:4][NH:5][C:6]([C:8]1[CH:9]=[N:10][N:11]2[CH:16]=[CH:15][C:14]([N:17]3[CH2:21][CH2:20][CH2:19][C@@H:18]3[C:22]3[C:23]([O:29][CH3:30])=[N:24][CH:25]=[C:26]([F:28])[CH:27]=3)=[N:13][C:12]=12)=[O:7]. The yield is 0.640. (4) The reactants are [CH2:1]([O:8][C:9]([N:11]1[CH:16]2[CH2:17][CH2:18][C:13]([C:19]([OH:21])=O)([CH:14]=[CH:15]2)[O:12]1)=[O:10])[C:2]1[CH:7]=[CH:6][CH:5]=[CH:4][CH:3]=1.O[N:23]1C2N=CC=CC=2N=N1.C(=O)([O-])O.[NH4+]. The catalyst is CN(C=O)C.O. The product is [CH2:1]([O:8][C:9]([N:11]1[CH:16]2[CH2:17][CH2:18][C:13]([C:19](=[O:21])[NH2:23])([CH:14]=[CH:15]2)[O:12]1)=[O:10])[C:2]1[CH:7]=[CH:6][CH:5]=[CH:4][CH:3]=1. The yield is 0.830. (5) The yield is 0.990. The reactants are [F:1][C:2]1[CH:3]=[C:4]([CH:8]=[CH:9][C:10]=1[O:11][C:12]1[CH:17]=[C:16]([C:18]2[NH:19][C:20]([C:23]3[S:24][CH:25]=[CH:26][N:27]=3)=[CH:21][CH:22]=2)[CH:15]=[C:14]([O:28][C@@H:29]([CH3:33])[CH2:30][O:31][CH3:32])[CH:13]=1)[C:5]([OH:7])=O.Cl.[CH3:35][NH:36][CH3:37].CN(C(ON1N=NC2C=CC=NC1=2)=[N+](C)C)C.F[P-](F)(F)(F)(F)F.C(N(CC)C(C)C)(C)C. The product is [F:1][C:2]1[CH:3]=[C:4]([CH:8]=[CH:9][C:10]=1[O:11][C:12]1[CH:17]=[C:16]([C:18]2[NH:19][C:20]([C:23]3[S:24][CH:25]=[CH:26][N:27]=3)=[CH:21][CH:22]=2)[CH:15]=[C:14]([O:28][C@@H:29]([CH3:33])[CH2:30][O:31][CH3:32])[CH:13]=1)[C:5]([N:36]([CH3:37])[CH3:35])=[O:7]. The catalyst is O1CCCC1.[Cl-].[Na+].O.